Predict the reaction yield, written as a fraction of the theoretical maximum amount of product (1.0 means a 100% yield; for example, 0.34 means a 34% yield). From a dataset of Reaction yield outcomes from USPTO patents with 853,638 reactions. The reactants are [Br:1][C:2]1[CH:3]=[N:4][C:5]([C:8]2[N:9]([CH3:48])[C:10]3[C:15]([C:16]=2[CH:17]2[CH2:21][CH2:20][CH2:19][CH2:18]2)=[CH:14][CH:13]=[C:12]([C:22]([NH:24][C:25]2([C:29]4[N:33]([CH3:34])[C:32]5[CH:35]=[C:36](/[CH:39]=[CH:40]/[C:41]([O:43]CCCC)=[O:42])[CH:37]=[CH:38][C:31]=5[N:30]=4)[CH2:28][CH2:27][CH2:26]2)=[O:23])[CH:11]=3)=[N:6][CH:7]=1.CO.[OH-].[Na+].C(O)(=O)C. The catalyst is C1COCC1. The product is [Br:1][C:2]1[CH:3]=[N:4][C:5]([C:8]2[N:9]([CH3:48])[C:10]3[C:15]([C:16]=2[CH:17]2[CH2:18][CH2:19][CH2:20][CH2:21]2)=[CH:14][CH:13]=[C:12]([C:22]([NH:24][C:25]2([C:29]4[N:33]([CH3:34])[C:32]5[CH:35]=[C:36](/[CH:39]=[CH:40]/[C:41]([OH:43])=[O:42])[CH:37]=[CH:38][C:31]=5[N:30]=4)[CH2:26][CH2:27][CH2:28]2)=[O:23])[CH:11]=3)=[N:6][CH:7]=1. The yield is 0.950.